From a dataset of Reaction yield outcomes from USPTO patents with 853,638 reactions. Predict the reaction yield, written as a fraction of the theoretical maximum amount of product (1.0 means a 100% yield; for example, 0.34 means a 34% yield). (1) The reactants are F[C:2]1C(N)=NC(N)=NC=1.[OH:10][C:11]1[CH:19]=[CH:18][C:17]([N+:20]([O-:22])=[O:21])=[CH:16][C:12]=1[C:13]([OH:15])=[O:14].C(=O)([O-])[O-].[K+].[K+].IC. No catalyst specified. The product is [OH:10][C:11]1[CH:19]=[CH:18][C:17]([N+:20]([O-:22])=[O:21])=[CH:16][C:12]=1[C:13]([O:15][CH3:2])=[O:14]. The yield is 0.770. (2) The reactants are [H-].[Al+3].[Li+].[H-].[H-].[H-].[I:7][C:8]1[CH:9]=[C:10]2[C:14](=[CH:15][CH:16]=1)[N:13]([CH:17]1[CH2:22][CH2:21][CH2:20][CH2:19][O:18]1)[N:12]=[C:11]2[C:23](N(OC)C)=[O:24]. The catalyst is C1COCC1. The product is [I:7][C:8]1[CH:9]=[C:10]2[C:14](=[CH:15][CH:16]=1)[N:13]([CH:17]1[CH2:22][CH2:21][CH2:20][CH2:19][O:18]1)[N:12]=[C:11]2[CH:23]=[O:24]. The yield is 0.720. (3) The reactants are [Cl:1][C:2]1[CH:3]=[C:4]([C:9](=[O:12])[CH2:10][CH3:11])[CH:5]=[CH:6][C:7]=1[Cl:8].[Br:13]Br.CCCCCC. The catalyst is C(Cl)Cl.BrBr. The product is [Br:13][CH:10]([CH3:11])[C:9]([C:4]1[CH:5]=[CH:6][C:7]([Cl:8])=[C:2]([Cl:1])[CH:3]=1)=[O:12]. The yield is 1.00. (4) The reactants are [CH2:1]([NH:8][C@H:9]([C:12]([OH:14])=[O:13])[CH2:10][OH:11])[C:2]1[CH:7]=[CH:6][CH:5]=[CH:4][CH:3]=1.[OH-].[Na+].O.Cl[CH2:19][C:20](Cl)=[O:21]. The catalyst is C(#N)C. The product is [CH2:1]([N:8]1[C:20](=[O:21])[CH2:19][O:11][CH2:10][C@H:9]1[C:12]([OH:14])=[O:13])[C:2]1[CH:7]=[CH:6][CH:5]=[CH:4][CH:3]=1. The yield is 0.250. (5) The reactants are [CH3:1][C:2]1([CH3:9])[C:6]([CH3:8])([CH3:7])[O:5][BH:4][O:3]1.Br[C:11]1[CH:19]=[CH:18][CH:17]=[C:16]2[C:12]=1[CH:13]=[C:14]([C:20]#[N:21])[NH:15]2.C(N(CC)CC)C.C1(P(C2CCCCC2)C2C=CC=CC=2C2C=CC=CC=2)CCCCC1. The catalyst is O1CCOCC1.C(Cl)Cl.C([O-])(=O)C.[Pd+2].C([O-])(=O)C. The product is [CH3:1][C:2]1([CH3:9])[C:6]([CH3:8])([CH3:7])[O:5][B:4]([C:11]2[CH:19]=[CH:18][CH:17]=[C:16]3[C:12]=2[CH:13]=[C:14]([C:20]#[N:21])[NH:15]3)[O:3]1. The yield is 0.660. (6) The reactants are [CH2:1]([N:5]1[C:13]([N:14]2[CH2:19][CH2:18][NH:17][CH2:16][CH2:15]2)=[N:12][C:11]2[C:6]1=[N:7][C:8]([C:26]1[CH:27]=[N:28][C:29]([NH2:32])=[N:30][CH:31]=1)=[N:9][C:10]=2[N:20]1[CH2:25][CH2:24][O:23][CH2:22][CH2:21]1)[CH:2]([CH3:4])[CH3:3].[O:33]1CCC[CH2:34]1.CN(CCS(O)(=O)=O)C.[OH-].[Na+]. The catalyst is C(Cl)Cl. The product is [NH2:32][C:29]1[N:30]=[CH:31][C:26]([C:8]2[N:7]=[C:6]3[C:11]([N:12]=[C:13]([N:14]4[CH2:19][CH2:18][N:17]([CH:34]=[O:33])[CH2:16][CH2:15]4)[N:5]3[CH2:1][CH:2]([CH3:4])[CH3:3])=[C:10]([N:20]3[CH2:25][CH2:24][O:23][CH2:22][CH2:21]3)[N:9]=2)=[CH:27][N:28]=1. The yield is 0.750. (7) The reactants are [CH2:1]([N:4]1[CH2:9][CH2:8][O:7][C:6]2[CH:10]=[CH:11][C:12]([C:15]3[N:20]4[N:21]=[C:22]([C:24]5[CH:29]=[CH:28][CH:27]=[C:26](Br)[CH:25]=5)[CH:23]=[C:19]4[N:18]=[C:17]([CH3:31])[C:16]=3[C@H:32]([O:37][C:38]([CH3:41])([CH3:40])[CH3:39])[C:33]([O:35][CH3:36])=[O:34])=[C:13]([Cl:14])[C:5]1=2)[CH:2]=[CH2:3].[CH2:42]([C:46]1[CH:51]=[CH:50][CH:49]=[CH:48][C:47]=1B(O)O)[CH2:43][CH:44]=[CH2:45].C([O-])([O-])=O.[Na+].[Na+]. The catalyst is CN(C=O)C.C1C=CC([P]([Pd]([P](C2C=CC=CC=2)(C2C=CC=CC=2)C2C=CC=CC=2)([P](C2C=CC=CC=2)(C2C=CC=CC=2)C2C=CC=CC=2)[P](C2C=CC=CC=2)(C2C=CC=CC=2)C2C=CC=CC=2)(C2C=CC=CC=2)C2C=CC=CC=2)=CC=1. The product is [CH2:1]([N:4]1[CH2:9][CH2:8][O:7][C:6]2[CH:10]=[CH:11][C:12]([C:15]3[N:20]4[N:21]=[C:22]([C:24]5[CH:25]=[C:26]([C:47]6[CH:48]=[CH:49][CH:50]=[CH:51][C:46]=6[CH2:42][CH2:43][CH:44]=[CH2:45])[CH:27]=[CH:28][CH:29]=5)[CH:23]=[C:19]4[N:18]=[C:17]([CH3:31])[C:16]=3[C@H:32]([O:37][C:38]([CH3:41])([CH3:40])[CH3:39])[C:33]([O:35][CH3:36])=[O:34])=[C:13]([Cl:14])[C:5]1=2)[CH:2]=[CH2:3]. The yield is 1.00.